Dataset: Full USPTO retrosynthesis dataset with 1.9M reactions from patents (1976-2016). Task: Predict the reactants needed to synthesize the given product. (1) Given the product [CH3:33][O:32][C:27]1[CH:28]=[CH:29][CH:30]=[CH:31][C:26]=1[CH2:25][O:24][CH2:23][CH2:22][CH2:21][O:20][C:17]1[CH:18]=[CH:19][C:14]([CH:13]2[CH2:12][CH2:11][N:10]([C:34]([O:36][CH2:37][C:38]3[CH:43]=[CH:42][CH:41]=[CH:40][CH:39]=3)=[O:35])[CH2:9][CH:8]2[O:7][CH2:6][C:5]2[CH:44]=[CH:45][C:46]([CH3:47])=[C:3]([O:2][CH2:50][CH2:49][C:48]([O:52][CH3:53])=[O:51])[CH:4]=2)=[CH:15][CH:16]=1, predict the reactants needed to synthesize it. The reactants are: [Na].[OH:2][C:3]1[CH:4]=[C:5]([CH:44]=[CH:45][C:46]=1[CH3:47])[CH2:6][O:7][CH:8]1[CH:13]([C:14]2[CH:19]=[CH:18][C:17]([O:20][CH2:21][CH2:22][CH2:23][O:24][CH2:25][C:26]3[CH:31]=[CH:30][CH:29]=[CH:28][C:27]=3[O:32][CH3:33])=[CH:16][CH:15]=2)[CH2:12][CH2:11][N:10]([C:34]([O:36][CH2:37][C:38]2[CH:43]=[CH:42][CH:41]=[CH:40][CH:39]=2)=[O:35])[CH2:9]1.[C:48]([O:52][CH3:53])(=[O:51])[CH:49]=[CH2:50]. (2) Given the product [Br:1][C:2]1[CH:3]=[C:4]([C:8]2[N:9]=[C:10]([NH2:13])[NH:11][CH:12]=2)[CH:5]=[CH:6][CH:7]=1, predict the reactants needed to synthesize it. The reactants are: [Br:1][C:2]1[CH:3]=[C:4]([C:8]2[N:9]=[C:10]([NH:13]C(=O)C)[NH:11][CH:12]=2)[CH:5]=[CH:6][CH:7]=1.Cl.